Dataset: Catalyst prediction with 721,799 reactions and 888 catalyst types from USPTO. Task: Predict which catalyst facilitates the given reaction. (1) Reactant: [F:1][C:2]1[CH:3]=[C:4](/[CH:9]=[CH:10]/[C:11]([OH:13])=O)[CH:5]=[C:6]([F:8])[CH:7]=1.CCN(C(C)C)C(C)C.C(Cl)(=O)C(C)(C)C.[C:30]1([C@@H:36]2[CH2:40][O:39][C:38](=[O:41])[NH:37]2)[CH:35]=[CH:34][CH:33]=[CH:32][CH:31]=1.C([Li])CCC. Product: [F:8][C:6]1[CH:5]=[C:4](/[CH:9]=[CH:10]/[C:11]([N:37]2[C@H:36]([C:30]3[CH:35]=[CH:34][CH:33]=[CH:32][CH:31]=3)[CH2:40][O:39][C:38]2=[O:41])=[O:13])[CH:3]=[C:2]([F:1])[CH:7]=1. The catalyst class is: 332. (2) Reactant: [NH2:1][C:2]1[C:10]([C:11](O)=[O:12])=[CH:9][C:8]([I:14])=[CH:7][C:3]=1[C:4]([OH:6])=[O:5].C(O)(=O)C.[CH:19](N)=[NH:20].C(N)=O. Product: [OH:12][C:11]1[C:10]2[C:2](=[C:3]([C:4]([OH:6])=[O:5])[CH:7]=[C:8]([I:14])[CH:9]=2)[N:1]=[CH:19][N:20]=1. The catalyst class is: 6. (3) Reactant: [C:1]([C:5]1[CH:6]=[C:7]([OH:11])[CH:8]=[CH:9][CH:10]=1)([CH3:4])([CH3:3])[CH3:2].[Br:12]N1C(=O)CCC1=O. Product: [Br:12][C:10]1[CH:9]=[CH:8][C:7]([OH:11])=[CH:6][C:5]=1[C:1]([CH3:4])([CH3:2])[CH3:3]. The catalyst class is: 22. (4) The catalyst class is: 56. Product: [CH3:11][C:12]([C:26]1[CH:27]=[N:28][CH:29]=[CH:30][CH:31]=1)([CH2:18][C:19]1[CH:24]=[CH:23][C:22]([CH3:25])=[CH:21][CH:20]=1)[CH2:13][OH:14]. Reactant: [H-].C([Al+]CC(C)C)C(C)C.[CH3:11][C:12]([C:26]1[CH:27]=[N:28][CH:29]=[CH:30][CH:31]=1)([CH2:18][C:19]1[CH:24]=[CH:23][C:22]([CH3:25])=[CH:21][CH:20]=1)[C:13](OCC)=[O:14]. (5) Reactant: [F:1][C:2]([F:19])([F:18])[CH2:3][CH2:4][O:5][C:6]1[CH:7]=[CH:8][C:9]2[N:10]([C:12]([C:15]([OH:17])=O)=[CH:13][N:14]=2)[N:11]=1.C(Cl)(=O)C(Cl)=O.[NH2:26][C:27]1[CH:28]=[N:29][CH:30]=[CH:31][CH:32]=1.CCN(C(C)C)C(C)C. Product: [N:29]1[CH:30]=[CH:31][CH:32]=[C:27]([NH:26][C:15]([C:12]2[N:10]3[N:11]=[C:6]([O:5][CH2:4][CH2:3][C:2]([F:1])([F:19])[F:18])[CH:7]=[CH:8][C:9]3=[N:14][CH:13]=2)=[O:17])[CH:28]=1. The catalyst class is: 59. (6) Reactant: [C:1]([OH:7])([C:3]([F:6])([F:5])[F:4])=[O:2].[CH3:8][C:9]1[N:14]=[C:13]([C:15]2[S:19][C:18]([C:20]([O:22]C(C)(C)C)=[O:21])=[N:17][CH:16]=2)[CH:12]=[CH:11][N:10]=1. Product: [F:4][C:3]([F:6])([F:5])[C:1]([OH:7])=[O:2].[CH3:8][C:9]1[N:14]=[C:13]([C:15]2[S:19][C:18]([C:20]([OH:22])=[O:21])=[N:17][CH:16]=2)[CH:12]=[CH:11][N:10]=1. The catalyst class is: 2. (7) Reactant: [CH3:1][O:2][C:3]1[CH:48]=[CH:47][C:6]([CH2:7][N:8]([CH2:38][C:39]2[CH:44]=[CH:43][C:42]([O:45][CH3:46])=[CH:41][CH:40]=2)[C:9]2[N:14]=[C:13]([CH3:15])[N:12]=[C:11]([C:16]3[CH:17]=[C:18]([CH2:23][N:24]4[CH2:29][CH2:28][N:27](C(OC(C)(C)C)=O)[CH2:26][C@H:25]4[CH3:37])[CH:19]=[N:20][C:21]=3[F:22])[N:10]=2)=[CH:5][CH:4]=1.C(O)(C(F)(F)F)=O.[CH3:56][S:57](Cl)(=[O:59])=[O:58]. Product: [F:22][C:21]1[C:16]([C:11]2[N:12]=[C:13]([CH3:15])[N:14]=[C:9]([N:8]([CH2:38][C:39]3[CH:44]=[CH:43][C:42]([O:45][CH3:46])=[CH:41][CH:40]=3)[CH2:7][C:6]3[CH:47]=[CH:48][C:3]([O:2][CH3:1])=[CH:4][CH:5]=3)[N:10]=2)=[CH:17][C:18]([CH2:23][N:24]2[CH2:29][CH2:28][N:27]([S:57]([CH3:56])(=[O:59])=[O:58])[CH2:26][C@H:25]2[CH3:37])=[CH:19][N:20]=1. The catalyst class is: 2. (8) The catalyst class is: 4. Reactant: [F:1][C:2]1[CH:10]=[CH:9][CH:8]=[C:7]2[C:3]=1[CH:4](O)[NH:5][C:6]2=[O:11].FC(F)(F)C(O)=O.C([SiH](CC)CC)C. Product: [F:1][C:2]1[CH:10]=[CH:9][CH:8]=[C:7]2[C:3]=1[CH2:4][NH:5][C:6]2=[O:11]. (9) Reactant: [NH:1]1[CH2:6][CH2:5][O:4][CH2:3][CH2:2]1.C(N(CC)CC)C.[Cl:14][C:15]1[N:20]=[C:19](Cl)[C:18]([N+:22]([O-:24])=[O:23])=[C:17]([Cl:25])[N:16]=1. Product: [Cl:14][C:15]1[N:20]=[C:19]([N:1]2[CH2:6][CH2:5][O:4][CH2:3][CH2:2]2)[C:18]([N+:22]([O-:24])=[O:23])=[C:17]([Cl:25])[N:16]=1. The catalyst class is: 2.